This data is from Full USPTO retrosynthesis dataset with 1.9M reactions from patents (1976-2016). The task is: Predict the reactants needed to synthesize the given product. (1) Given the product [CH2:17]([O:16][C:14](=[O:15])[C:13]([C:11]#[N:12])=[C:8]([C:5]1[CH:6]=[CH:7][C:2]([CH3:1])=[CH:3][CH:4]=1)[CH3:9])[CH3:18], predict the reactants needed to synthesize it. The reactants are: [CH3:1][C:2]1[CH:7]=[CH:6][C:5]([C:8](=O)[CH3:9])=[CH:4][CH:3]=1.[C:11]([CH2:13][C:14]([O:16][CH2:17][CH3:18])=[O:15])#[N:12].C([O-])(=O)C.[NH4+]. (2) Given the product [NH2:22][C:2]1[C:3]([C:12]2[CH:17]=[CH:16][C:15]([CH2:18][C:19]([OH:21])=[O:20])=[CH:14][CH:13]=2)=[N:4][C:5]2[C:10]([N:11]=1)=[CH:9][CH:8]=[CH:7][CH:6]=2, predict the reactants needed to synthesize it. The reactants are: Cl[C:2]1[C:3]([C:12]2[CH:17]=[CH:16][C:15]([CH2:18][C:19]([OH:21])=[O:20])=[CH:14][CH:13]=2)=[N:4][C:5]2[C:10]([N:11]=1)=[CH:9][CH:8]=[CH:7][CH:6]=2.[NH4+:22].[OH-]. (3) Given the product [I:17][C:14]1[CH:15]=[C:16]2[C:11]([C:10]([CH3:19])([CH3:18])[CH2:9][N:8]2[C:6]2[S:7][N:2]=[CH:4][N:5]=2)=[CH:12][CH:13]=1, predict the reactants needed to synthesize it. The reactants are: C[N:2]([CH:4]=[N:5][C:6]([N:8]1[C:16]2[C:11](=[CH:12][CH:13]=[C:14]([I:17])[CH:15]=2)[C:10]([CH3:19])([CH3:18])[CH2:9]1)=[S:7])C.N1C=CC=CC=1.CCO.N(S(O)(=O)=O)O. (4) Given the product [CH3:1][O:2][C:3](=[O:36])[C@@H:4]([N:15]1[C:16](=[O:23])[CH2:17][CH2:18][N:27]([C:28]2[CH:33]=[CH:32][C:31]([Cl:34])=[C:30]([Cl:35])[CH:29]=2)[CH:25]([CH3:26])[CH2:24]1)[CH2:5][CH2:6][O:7][CH2:8][C:9]1[CH:10]=[CH:11][CH:12]=[CH:13][CH:14]=1, predict the reactants needed to synthesize it. The reactants are: [CH3:1][O:2][C:3](=[O:36])[C@@H:4]([N:15]([CH2:24][CH:25]([NH:27][C:28]1[CH:33]=[CH:32][C:31]([Cl:34])=[C:30]([Cl:35])[CH:29]=1)[CH3:26])[C:16](=[O:23])[CH2:17][CH:18](OC)OC)[CH2:5][CH2:6][O:7][CH2:8][C:9]1[CH:14]=[CH:13][CH:12]=[CH:11][CH:10]=1.FC(F)(F)C(O)=O.C([SiH](CC)CC)C.C(N(CC)CC)C. (5) Given the product [NH2:6][C:7]1[CH:8]=[CH:9][CH:10]=[CH:11][C:1]=1[C:2]([NH:16][CH2:15][CH2:13][OH:14])=[O:4], predict the reactants needed to synthesize it. The reactants are: [C:1]12[C:7](=[CH:8][CH:9]=[CH:10][CH:11]=1)[NH:6]C(=O)[O:4][C:2]2=O.[CH2:13]([CH2:15][NH2:16])[OH:14].Cl. (6) The reactants are: [CH:1]1([C:4]2[N:9]=[C:8]([C:10]([OH:12])=O)[C:7]([NH:13][C:14]3[CH:15]=[N:16][CH:17]=[CH:18][CH:19]=3)=[N:6][CH:5]=2)[CH2:3][CH2:2]1.[CH3:20][NH:21][C:22]([C:24]1[N:25]([CH3:30])[N:26]=[CH:27][C:28]=1[NH2:29])=[O:23]. Given the product [CH3:30][N:25]1[C:24]([C:22](=[O:23])[NH:21][CH3:20])=[C:28]([NH:29][C:10]([C:8]2[C:7]([NH:13][C:14]3[CH:15]=[N:16][CH:17]=[CH:18][CH:19]=3)=[N:6][CH:5]=[C:4]([CH:1]3[CH2:2][CH2:3]3)[N:9]=2)=[O:12])[CH:27]=[N:26]1, predict the reactants needed to synthesize it. (7) Given the product [Cl:26][C:22]1[CH:21]=[C:20]([C:17]2[CH:18]=[CH:19][C:14]([CH2:13][C@H:9]([NH:8][C:6](=[O:7])[O:5][C:1]([CH3:2])([CH3:4])[CH3:3])[C:10]([NH:35][CH2:34][CH2:33][C:32]#[N:31])=[O:11])=[CH:15][CH:16]=2)[CH:25]=[CH:24][CH:23]=1, predict the reactants needed to synthesize it. The reactants are: [C:1]([O:5][C:6]([NH:8][C@@H:9]([CH2:13][C:14]1[CH:19]=[CH:18][C:17]([C:20]2[CH:25]=[CH:24][CH:23]=[C:22]([Cl:26])[CH:21]=2)=[CH:16][CH:15]=1)[C:10](O)=[O:11])=[O:7])([CH3:4])([CH3:3])[CH3:2].CCN=C=[N:31][CH2:32][CH2:33][CH2:34][N:35](C)C.Cl.C1C=CC2N(O)N=NC=2C=1.NCCC#N.